This data is from Full USPTO retrosynthesis dataset with 1.9M reactions from patents (1976-2016). The task is: Predict the reactants needed to synthesize the given product. Given the product [Cl:1][C:2]1[N:3]=[C:4]([NH:25][CH2:23][CH3:24])[C:5]2[CH2:10][CH2:9][CH:8]([C:11]3[CH:16]=[CH:15][C:14]([O:17][C:18]([F:21])([F:20])[F:19])=[CH:13][CH:12]=3)[C:6]=2[N:7]=1, predict the reactants needed to synthesize it. The reactants are: [Cl:1][C:2]1[N:3]=[C:4](Cl)[C:5]2[CH2:10][CH2:9][CH:8]([C:11]3[CH:16]=[CH:15][C:14]([O:17][C:18]([F:21])([F:20])[F:19])=[CH:13][CH:12]=3)[C:6]=2[N:7]=1.[CH2:23]([NH2:25])[CH3:24].